From a dataset of Catalyst prediction with 721,799 reactions and 888 catalyst types from USPTO. Predict which catalyst facilitates the given reaction. (1) Reactant: O.[NH2:2][NH2:3].[CH2:4]([O:6][CH:7]1[CH2:12][CH2:11][N:10]([C:13]([C:15]2[CH:16]=[C:17]([CH2:22][C:23]([C:25]3[C:26]([C:32]([O:34]C)=O)=[C:27]([CH3:31])[NH:28][C:29]=3[CH3:30])=O)[CH:18]=[CH:19][C:20]=2[F:21])=[O:14])[CH2:9][CH2:8]1)[CH3:5]. Product: [CH2:4]([O:6][CH:7]1[CH2:12][CH2:11][N:10]([C:13]([C:15]2[CH:16]=[C:17]([CH:18]=[CH:19][C:20]=2[F:21])[CH2:22][C:23]2[C:25]3[C:26](=[C:27]([CH3:31])[NH:28][C:29]=3[CH3:30])[C:32](=[O:34])[NH:2][N:3]=2)=[O:14])[CH2:9][CH2:8]1)[CH3:5]. The catalyst class is: 15. (2) Reactant: [CH2:1]([O:8][C:9]1[C:17]([CH:18]([OH:22])[CH2:19][CH2:20][CH3:21])=[CH:16][CH:15]=[C:14]2[C:10]=1[CH:11]=[CH:12][N:13]2[CH3:23])[C:2]1[CH:7]=[CH:6][CH:5]=[CH:4][CH:3]=1.C[N+]1([O-])CCOCC1. Product: [CH2:1]([O:8][C:9]1[C:17]([C:18](=[O:22])[CH2:19][CH2:20][CH3:21])=[CH:16][CH:15]=[C:14]2[C:10]=1[CH:11]=[CH:12][N:13]2[CH3:23])[C:2]1[CH:3]=[CH:4][CH:5]=[CH:6][CH:7]=1. The catalyst class is: 862. (3) Reactant: [C:1](Cl)(=[O:5])[O:2][CH2:3][CH3:4].[NH2:7][C:8]1[C:9]2[CH:15]=[C:14]([C:16]([O:18][C:19]([CH3:22])([CH3:21])[CH3:20])=[O:17])[S:13][C:10]=2[NH:11][N:12]=1.C(N(C(C)C)CC)(C)C. Product: [NH2:7][C:8]1[C:9]2[CH:15]=[C:14]([C:16]([O:18][C:19]([CH3:22])([CH3:21])[CH3:20])=[O:17])[S:13][C:10]=2[N:11]([C:1]([O:2][CH2:3][CH3:4])=[O:5])[N:12]=1. The catalyst class is: 7. (4) Reactant: C([NH:8][C:9]([C:11]1[CH:19]=[CH:18][C:14]([C:15](O)=[O:16])=[CH:13][CH:12]=1)=[O:10])C1C=CC=CC=1.O.ON1[C:26]2[CH:27]=[CH:28][CH:29]=[CH:30][C:25]=2[N:24]=[N:23]1.C(N(CC)C(C)C)(C)C.Cl.CN(C)CCCN=C=NCC.C1(NN)C=CC=CC=1. Product: [C:9]([C:11]1[CH:19]=[CH:18][C:14]([C:15]([NH:23][NH:24][C:25]2[CH:30]=[CH:29][CH:28]=[CH:27][CH:26]=2)=[O:16])=[CH:13][CH:12]=1)(=[O:10])[NH2:8]. The catalyst class is: 3. (5) The catalyst class is: 3. Reactant: C1C(=O)N([Br:8])C(=O)C1.[CH3:9][O:10][C:11](=[O:20])[C:12]1[C:13](=[CH:15][CH:16]=[C:17]([Cl:19])[CH:18]=1)[OH:14]. Product: [Br:8][C:15]1[C:13]([OH:14])=[C:12]([CH:18]=[C:17]([Cl:19])[CH:16]=1)[C:11]([O:10][CH3:9])=[O:20]. (6) Reactant: [Cl:1][C:2]1[N:3]=[C:4](Cl)[C:5]2[CH2:10][CH2:9][CH:8]([C:11]3[CH:16]=[CH:15][C:14]([F:17])=[CH:13][CH:12]=3)[C:6]=2[N:7]=1.[CH3:19][C:20]1([OH:26])[CH2:25][CH2:24][NH:23][CH2:22][CH2:21]1. Product: [Cl:1][C:2]1[N:3]=[C:4]([N:23]2[CH2:24][CH2:25][C:20]([CH3:19])([OH:26])[CH2:21][CH2:22]2)[C:5]2[CH2:10][CH2:9][CH:8]([C:11]3[CH:16]=[CH:15][C:14]([F:17])=[CH:13][CH:12]=3)[C:6]=2[N:7]=1. The catalyst class is: 5. (7) Reactant: [Cl:1][C:2]1[CH:3]=[N:4][CH:5]=[C:6]([Cl:9])[C:7]=1[CH3:8].Cl[C:11]1[C:20]2[C:15](=[C:16]([O:23][CH:24]3[CH2:28][CH2:27][CH2:26][CH2:25]3)[C:17]([O:21][CH3:22])=[CH:18][CH:19]=2)[N:14]=[CH:13][N:12]=1. The catalyst class is: 16. Product: [CH:24]1([O:23][C:16]2[C:17]([O:21][CH3:22])=[CH:18][CH:19]=[C:20]3[C:15]=2[N:14]=[CH:13][N:12]=[C:11]3[CH2:8][C:7]2[C:6]([Cl:9])=[CH:5][N:4]=[CH:3][C:2]=2[Cl:1])[CH2:25][CH2:26][CH2:27][CH2:28]1.